Dataset: Reaction yield outcomes from USPTO patents with 853,638 reactions. Task: Predict the reaction yield, written as a fraction of the theoretical maximum amount of product (1.0 means a 100% yield; for example, 0.34 means a 34% yield). (1) The reactants are Br[C:2]1[CH:3]=[C:4]([CH:7]=[CH:8][C:9]=1[O:10][C:11]([F:14])([F:13])[F:12])[CH:5]=[O:6].[CH3:15][C:16]1[C:17](B(O)O)=[CH:18][C:19]2[C:20](C)([CH3:28])[CH2:21][CH2:22][C:23]([CH3:27])([CH3:26])[C:24]=2[CH:25]=1.[CH2:33](O)C.C(=O)([O-])[O-].[K+].[K+]. The catalyst is C1(C)C=CC=CC=1.C(OCC)(=O)C.C1C=CC([P]([Pd]([P](C2C=CC=CC=2)(C2C=CC=CC=2)C2C=CC=CC=2)([P](C2C=CC=CC=2)(C2C=CC=CC=2)C2C=CC=CC=2)[P](C2C=CC=CC=2)(C2C=CC=CC=2)C2C=CC=CC=2)(C2C=CC=CC=2)C2C=CC=CC=2)=CC=1.O. The product is [F:12][C:11]([F:14])([F:13])[O:10][C:9]1[CH:8]=[CH:7][C:4]([CH:5]=[O:6])=[CH:3][C:2]=1[C:17]1[C:16]([CH3:15])=[CH:25][C:24]2[C:23]([CH3:26])([CH3:27])[CH2:22][CH:21]([CH3:33])[CH:20]([CH3:28])[C:19]=2[CH:18]=1. The yield is 0.760. (2) The product is [Cl:19][C:14]1[CH:13]=[C:12]([CH:17]=[CH:16][C:15]=1[Cl:18])[O:11][C:10]1[CH:9]=[CH:8][C:4]([C:5]([OH:7])=[O:6])=[CH:3][C:2]=1[CH2:20][CH3:21]. The reactants are Br[C:2]1[CH:3]=[C:4]([CH:8]=[CH:9][C:10]=1[O:11][C:12]1[CH:17]=[CH:16][C:15]([Cl:18])=[C:14]([Cl:19])[CH:13]=1)[C:5]([OH:7])=[O:6].[CH2:20]([Zn]CC)[CH3:21].CCCCCC. The yield is 0.360. The catalyst is O1CCCC1. (3) The reactants are [Br:1][C:2]1[CH:3]=[CH:4][C:5]2[O:14][CH2:13][CH2:12][C:11]3[S:10][C:9]([C:15]([NH2:17])=O)=[N:8][C:7]=3[C:6]=2[CH:18]=1.[CH3:19]OC(OC)N(C)C.CC(O)=O.Cl.[F:32][C:33]1[CH:38]=[C:37]([F:39])[CH:36]=[CH:35][C:34]=1[NH:40][NH2:41]. The catalyst is C1(C)C=CC=CC=1.O. The product is [Br:1][C:2]1[CH:3]=[CH:4][C:5]2[O:14][CH2:13][CH2:12][C:11]3[S:10][C:9]([C:15]4[N:40]([C:34]5[CH:35]=[CH:36][C:37]([F:39])=[CH:38][C:33]=5[F:32])[N:41]=[CH:19][N:17]=4)=[N:8][C:7]=3[C:6]=2[CH:18]=1. The yield is 0.310. (4) The reactants are [OH:1][CH:2]([C:6]1[CH:11]=[CH:10][C:9]([C:12]2[N:16]=[C:15]([C:17]3[O:21][N:20]=[C:19]([C:22]4[CH:27]=[CH:26][CH:25]=[CH:24][CH:23]=4)[C:18]=3[C:28]([F:31])([F:30])[F:29])[O:14][N:13]=2)=[CH:8][CH:7]=1)[C:3]([OH:5])=O.CN1CCOCC1.[NH2:39][CH2:40][C:41]([NH2:43])=[O:42].CN(C(ON1N=NC2C=CC=NC1=2)=[N+](C)C)C.F[P-](F)(F)(F)(F)F. The catalyst is CN(C=O)C. The product is [NH2:43][C:41](=[O:42])[CH2:40][NH:39][C:3](=[O:5])[CH:2]([OH:1])[C:6]1[CH:7]=[CH:8][C:9]([C:12]2[N:16]=[C:15]([C:17]3[O:21][N:20]=[C:19]([C:22]4[CH:27]=[CH:26][CH:25]=[CH:24][CH:23]=4)[C:18]=3[C:28]([F:30])([F:31])[F:29])[O:14][N:13]=2)=[CH:10][CH:11]=1. The yield is 0.432. (5) The reactants are [C]=O.FC(F)(F)S(O[C:9]1[CH:10]=[C:11]2[C:16](=[CH:17][CH:18]=1)[C:15]([C:19]([O:21][CH3:22])=[O:20])=[CH:14][CH:13]=[CH:12]2)(=O)=O.C1(P(C2C=CC=CC=2)CCCP(C2C=CC=CC=2)C2C=CC=CC=2)C=CC=CC=1.C(N(CC)CC)C.C([SiH](CCCCCCCC)CCCCCCCC)CCCCCCC.CN([CH:89]=[O:90])C. The catalyst is CC([O-])=O.CC([O-])=O.[Pd+2]. The product is [CH:89]([C:9]1[CH:10]=[C:11]2[C:16](=[CH:17][CH:18]=1)[C:15]([C:19]([O:21][CH3:22])=[O:20])=[CH:14][CH:13]=[CH:12]2)=[O:90]. The yield is 0.360. (6) The reactants are C([O:8][C:9]1[C:10]([F:27])=[C:11]([C:16]2[N:21]=[C:20]([C:22]([O:24][CH3:25])=[O:23])[CH:19]=[CH:18][C:17]=2[F:26])[C:12]([F:15])=[CH:13][CH:14]=1)C1C=CC=CC=1. The catalyst is CO.C(OCC)(=O)C.[Pd]. The product is [F:27][C:10]1[C:9]([OH:8])=[CH:14][CH:13]=[C:12]([F:15])[C:11]=1[C:16]1[N:21]=[C:20]([C:22]([O:24][CH3:25])=[O:23])[CH:19]=[CH:18][C:17]=1[F:26]. The yield is 0.860. (7) The reactants are [CH:1]1[C:11]2[C:10]3=[CH:12][C:13]4[CH:14]=[CH:15][C:16]([C:19]([OH:21])=[O:20])=[CH:17][C:18]=4[N:9]3CC=C[C:5]=2[CH:4]=[CH:3][CH:2]=1.[CH:22]1[C:32]2C3=CC4C=CC(C(O)=O)=CC=4N3C=CC[C:26]=2[CH:25]=[CH:24][CH:23]=1.C1C2C3=CC4C=C[C:58]([C:61](O)=[O:62])=CC=4N3CC(C(O)=O)=CC=2C=CC=1.[CH3:67]N(C(ON1N=NC2C=CC=CC1=2)=[N+](C)C)C.[B-](F)(F)(F)F.CCN(C(C)C)C(C)C.N1CCOCC1. The catalyst is CS(C)=O. The product is [C:61]([C:5]1[CH:4]=[CH:3][CH:2]=[CH:1][C:11]=1[C:10]1[NH:9][C:18]2[C:13]([C:12]=1[CH:22]1[CH2:32][CH2:26][CH2:25][CH2:24][CH2:23]1)=[CH:14][CH:15]=[C:16]([C:19]([O:21][CH3:67])=[O:20])[CH:17]=2)(=[O:62])[CH3:58]. The yield is 0.820. (8) The yield is 0.118. The reactants are [O:1]([C:8]1[CH:13]=[CH:12][C:11]([NH:14][C:15]2[C:24]3[C:19](=[CH:20][C:21]([O:26][C@H:27]4[CH2:31][CH2:30][O:29][CH2:28]4)=[C:22]([NH2:25])[CH:23]=3)[N:18]=[CH:17][N:16]=2)=[CH:10][CH:9]=1)[C:2]1[CH:7]=[CH:6][CH:5]=[CH:4][CH:3]=1.O1CCOCC1.C(Cl)Cl.[C:41](Cl)(=[O:44])[CH:42]=[CH2:43]. The catalyst is O. The product is [O:1]([C:8]1[CH:9]=[CH:10][C:11]([NH:14][C:15]2[C:24]3[C:19](=[CH:20][C:21]([O:26][C@H:27]4[CH2:31][CH2:30][O:29][CH2:28]4)=[C:22]([NH:25][C:41](=[O:44])[CH:42]=[CH2:43])[CH:23]=3)[N:18]=[CH:17][N:16]=2)=[CH:12][CH:13]=1)[C:2]1[CH:3]=[CH:4][CH:5]=[CH:6][CH:7]=1. (9) The reactants are [C@@H:1]1([N:9]2[CH:13]=[C:12](I)[CH:11]=[C:10]2[N+:15]([O-:17])=[O:16])[O:6][C@H:5]([CH2:7][OH:8])[C@@H:3]([OH:4])[CH2:2]1.[CH2:18]([Sn](CCCC)(CCCC)C#CC)[CH2:19][CH2:20]C. The catalyst is CN(C=O)C.Cl[Pd](Cl)([P](C1C=CC=CC=1)(C1C=CC=CC=1)C1C=CC=CC=1)[P](C1C=CC=CC=1)(C1C=CC=CC=1)C1C=CC=CC=1. The product is [C@@H:1]1([N:9]2[CH:13]=[C:12]([C:18]#[C:19][CH3:20])[CH:11]=[C:10]2[N+:15]([O-:17])=[O:16])[O:6][C@H:5]([CH2:7][OH:8])[C@@H:3]([OH:4])[CH2:2]1. The yield is 0.600. (10) The reactants are [Br:1][C:2]1[CH:3]=[CH:4][C:5]([N:8]2[CH:12]=[C:11]([C:13]([O:15]C)=[O:14])[N:10]=[N:9]2)=[N:6][CH:7]=1.CO.O. The catalyst is O1CCCC1. The product is [Br:1][C:2]1[CH:3]=[CH:4][C:5]([N:8]2[CH:12]=[C:11]([C:13]([OH:15])=[O:14])[N:10]=[N:9]2)=[N:6][CH:7]=1. The yield is 0.980.